This data is from Reaction yield outcomes from USPTO patents with 853,638 reactions. The task is: Predict the reaction yield, written as a fraction of the theoretical maximum amount of product (1.0 means a 100% yield; for example, 0.34 means a 34% yield). The reactants are [CH2:1]([N:8]1[C:16]2[C:11](=[CH:12][C:13]([CH3:19])=[C:14]([O:17]C)[CH:15]=2)[C:10]([CH3:21])([CH3:20])[C:9]1=[O:22])[C:2]1[CH:7]=[CH:6][CH:5]=[CH:4][CH:3]=1.B(Br)(Br)Br. The catalyst is ClCCl. The product is [CH2:1]([N:8]1[C:16]2[C:11](=[CH:12][C:13]([CH3:19])=[C:14]([OH:17])[CH:15]=2)[C:10]([CH3:20])([CH3:21])[C:9]1=[O:22])[C:2]1[CH:7]=[CH:6][CH:5]=[CH:4][CH:3]=1. The yield is 0.930.